Predict the product of the given reaction. From a dataset of Forward reaction prediction with 1.9M reactions from USPTO patents (1976-2016). (1) Given the reactants [NH:1]([C:8]1[S:9][C:10]([C:16]2[CH:21]=[CH:20][CH:19]=[CH:18][CH:17]=2)=[CH:11][C:12]=1[C:13](O)=[O:14])[C:2]1[CH:7]=[CH:6][CH:5]=[CH:4][CH:3]=1.[Cl-].[NH4+].C([N:27](CC)C(C)C)(C)C.O.ON1C2C=CC=CC=2N=N1.Cl.C(N=C=NCCCN(C)C)C, predict the reaction product. The product is: [NH:1]([C:8]1[S:9][C:10]([C:16]2[CH:21]=[CH:20][CH:19]=[CH:18][CH:17]=2)=[CH:11][C:12]=1[C:13]([NH2:27])=[O:14])[C:2]1[CH:7]=[CH:6][CH:5]=[CH:4][CH:3]=1. (2) Given the reactants [F:1][C:2]([F:6])([F:5])[CH2:3][OH:4].[H-].[Na+].[Br:9][C:10]1[C:11](Cl)=[N:12][CH:13]=[C:14]([CH:38]=1)[C:15]([NH:17][CH2:18][CH2:19][NH:20][C:21]([C:23]1[C:24]([C:34]([F:37])([F:36])[F:35])=[N:25][N:26]([C:28]2[CH:33]=[CH:32][CH:31]=[CH:30][CH:29]=2)[CH:27]=1)=[O:22])=[O:16], predict the reaction product. The product is: [Br:9][C:10]1[C:11]([O:4][CH2:3][C:2]([F:6])([F:5])[F:1])=[N:12][CH:13]=[C:14]([CH:38]=1)[C:15]([NH:17][CH2:18][CH2:19][NH:20][C:21]([C:23]1[C:24]([C:34]([F:37])([F:35])[F:36])=[N:25][N:26]([C:28]2[CH:33]=[CH:32][CH:31]=[CH:30][CH:29]=2)[CH:27]=1)=[O:22])=[O:16].